Dataset: Blood-brain barrier penetration binary classification data from Martins et al.. Task: Regression/Classification. Given a drug SMILES string, predict its absorption, distribution, metabolism, or excretion properties. Task type varies by dataset: regression for continuous measurements (e.g., permeability, clearance, half-life) or binary classification for categorical outcomes (e.g., BBB penetration, CYP inhibition). Dataset: bbb_martins. (1) The compound is CN(C)CCCn1c(=O)n(-c2ccccc2)c2cc(Cl)ccc21. The result is 1 (penetrates BBB). (2) The result is 0 (does not penetrate BBB). The molecule is CN(C)[C@@H]1C(=O)/C(=C(\N)O)C(=O)[C@@]2(O)C(=O)C3=C(O)c4c(O)ccc([N+](=O)[O-])c4C[C@H]3C[C@@H]12. (3) The molecule is NCC1OC(OC2C(N)CC(N)C(OC3OC(CO)C(O)C(N)C3O)C2O)C(O)C(O)C1O. The result is 0 (does not penetrate BBB). (4) The drug is Clc1ccccc1C1=NCc2nnc(C3CCCCC3)n2-c2sc(Br)cc21. The result is 1 (penetrates BBB). (5) The compound is CC(=O)c1ccc(C(O)C(CO)NC(=O)C(Cl)Cl)cc1. The result is 1 (penetrates BBB).